Dataset: Full USPTO retrosynthesis dataset with 1.9M reactions from patents (1976-2016). Task: Predict the reactants needed to synthesize the given product. Given the product [Cl:16][C:4]1[C:5](=[O:15])[N:6]([CH:9]2[CH2:14][CH2:13][CH2:12][CH2:11][CH2:10]2)[N:7]([CH3:8])[C:3]=1[CH2:2][N:28]1[CH2:29][CH2:30][N:25]([C:19]2[CH:20]=[CH:21][C:22]([CH3:24])=[CH:23][C:18]=2[CH3:17])[CH2:26][CH2:27]1, predict the reactants needed to synthesize it. The reactants are: Br[CH2:2][C:3]1[N:7]([CH3:8])[N:6]([CH:9]2[CH2:14][CH2:13][CH2:12][CH2:11][CH2:10]2)[C:5](=[O:15])[C:4]=1[Cl:16].[CH3:17][C:18]1[CH:23]=[C:22]([CH3:24])[CH:21]=[CH:20][C:19]=1[N:25]1[CH2:30][CH2:29][NH:28][CH2:27][CH2:26]1.C(=O)([O-])[O-].[K+].[K+].